From a dataset of Reaction yield outcomes from USPTO patents with 853,638 reactions. Predict the reaction yield, written as a fraction of the theoretical maximum amount of product (1.0 means a 100% yield; for example, 0.34 means a 34% yield). (1) The reactants are [ClH:1].[CH2:2]=[CH:3][CH2:4][CH:5]([NH2:9])[C:6]([OH:8])=[O:7].[CH3:10]O. No catalyst specified. The product is [ClH:1].[CH3:10][O:7][C:6](=[O:8])[CH:5]([NH2:9])[CH2:4][CH:3]=[CH2:2]. The yield is 1.00. (2) The product is [C:1]([O:5][C:6](=[O:21])[NH:7][CH2:8][CH2:9][CH2:10][CH2:11][C:12]1[CH:13]=[CH:14][C:15]([NH2:18])=[CH:16][CH:17]=1)([CH3:4])([CH3:2])[CH3:3]. The reactants are [C:1]([O:5][C:6](=[O:21])[NH:7][CH2:8][CH2:9][C:10]#[C:11][C:12]1[CH:17]=[CH:16][C:15]([N+:18]([O-])=O)=[CH:14][CH:13]=1)([CH3:4])([CH3:3])[CH3:2]. The catalyst is C(O)C.[Pd]. The yield is 0.960. (3) The reactants are [H-].[Na+].[CH3:3][S:4]([NH2:7])(=[O:6])=[O:5].[CH3:8][C:9]1([CH3:35])[CH2:18][C:17]2[C:12](=[CH:13][CH:14]=[C:15]([C:19](O)=[O:20])[CH:16]=2)[NH:11][CH:10]1[C:22]1[CH:27]=[CH:26][CH:25]=[C:24]([N:28]2[CH2:33][CH2:32][N:31]([CH3:34])[CH2:30][CH2:29]2)[CH:23]=1.C(N1C=CN=C1)(N1C=CN=C1)=O. The yield is 0.320. The catalyst is CN(C)C=O. The product is [CH3:8][C:9]1([CH3:35])[CH2:18][C:17]2[C:12](=[CH:13][CH:14]=[C:15]([C:19]([NH:7][S:4]([CH3:3])(=[O:6])=[O:5])=[O:20])[CH:16]=2)[NH:11][CH:10]1[C:22]1[CH:27]=[CH:26][CH:25]=[C:24]([N:28]2[CH2:33][CH2:32][N:31]([CH3:34])[CH2:30][CH2:29]2)[CH:23]=1. (4) The reactants are [N:1]1[CH:6]=[CH:5][CH:4]=[CH:3][C:2]=1[C:7]1[N:11]=[C:10]([CH2:12][NH:13][C:14](=[O:23])[O:15][CH2:16][C:17]2[CH:22]=[CH:21][CH:20]=[CH:19][CH:18]=2)[NH:9][N:8]=1.CC(C)([O-])C.[K+].Br[CH2:31][C:32]([O:34][CH2:35][CH3:36])=[O:33]. The catalyst is CN(C=O)C. The product is [CH2:16]([O:15][C:14]([NH:13][CH2:12][C:10]1[N:9]([CH2:31][C:32]([O:34][CH2:35][CH3:36])=[O:33])[N:8]=[C:7]([C:2]2[CH:3]=[CH:4][CH:5]=[CH:6][N:1]=2)[N:11]=1)=[O:23])[C:17]1[CH:18]=[CH:19][CH:20]=[CH:21][CH:22]=1. The yield is 0.410. (5) The reactants are [N:1]1[C:10]2[C:5](=[CH:6][CH:7]=[CH:8][CH:9]=2)[CH:4]=[CH:3][C:2]=1[CH2:11][O:12][C:13]1[CH:18]=[CH:17][C:16]([CH2:19][C:20]([O:22]CC)=[O:21])=[CH:15][CH:14]=1.C1COCC1.O[Li].O.Cl. The catalyst is CO. The product is [N:1]1[C:10]2[C:5](=[CH:6][CH:7]=[CH:8][CH:9]=2)[CH:4]=[CH:3][C:2]=1[CH2:11][O:12][C:13]1[CH:14]=[CH:15][C:16]([CH2:19][C:20]([OH:22])=[O:21])=[CH:17][CH:18]=1. The yield is 0.950. (6) The reactants are [H-].[Na+].[OH:3][C:4]1[CH:8]=[C:7]([CH3:9])[NH:6][N:5]=1.Cl[C:11]1[C:16]([Cl:17])=[CH:15][C:14]([Cl:18])=[CH:13][N:12]=1.Cl. The catalyst is CN(C=O)C. The product is [Cl:17][C:16]1[C:11]([O:3][C:4]2[CH:8]=[C:7]([CH3:9])[NH:6][N:5]=2)=[N:12][CH:13]=[C:14]([Cl:18])[CH:15]=1. The yield is 0.574. (7) The reactants are [CH3:1][C:2]1[CH:7]=[C:6]([CH3:8])[NH:5][C:4](=[O:9])[C:3]=1[CH2:10][NH:11][C:12]([C:14]1[C:15]2[CH:35]=[N:34][N:33]([CH:36]([CH3:38])[CH3:37])[C:16]=2[N:17]=[C:18]([C:20]2[CH2:21][CH2:22][N:23]([C:26]([CH:28]3[CH2:32][CH2:31][NH:30][CH2:29]3)=[O:27])[CH2:24][CH:25]=2)[CH:19]=1)=[O:13].C=O.[BH3-][C:42]#N.[Na+]. The catalyst is CO. The product is [CH3:1][C:2]1[CH:7]=[C:6]([CH3:8])[NH:5][C:4](=[O:9])[C:3]=1[CH2:10][NH:11][C:12]([C:14]1[C:15]2[CH:35]=[N:34][N:33]([CH:36]([CH3:38])[CH3:37])[C:16]=2[N:17]=[C:18]([C:20]2[CH2:21][CH2:22][N:23]([C:26]([CH:28]3[CH2:32][CH2:31][N:30]([CH3:42])[CH2:29]3)=[O:27])[CH2:24][CH:25]=2)[CH:19]=1)=[O:13]. The yield is 0.300. (8) The reactants are [F:1][C:2]1[C:10]([O:11][CH:12]([CH3:14])[CH3:13])=[CH:9][C:5]([C:6]([OH:8])=O)=[CH:4][C:3]=1[O:15][CH:16]([CH3:18])[CH3:17].CC[N:21]([CH:25]([CH3:27])[CH3:26])C(C)C.[CH2:28](P1(=O)OP(CCC)(=O)OP(CCC)(=O)O1)CC.ClC1C(OC(CC)CC)=[CH:54][C:50]([C:51]([OH:53])=[O:52])=[CH:49]C=1OCC. The catalyst is CCOC(C)=O. The product is [F:1][C:2]1[C:3]([O:15][CH:16]([CH3:18])[CH3:17])=[CH:4][C:5]([C:6]([NH:21][C:25]2[CH:26]=[CH:54][C:50]([C:51]([O:53][CH3:28])=[O:52])=[CH:49][CH:27]=2)=[O:8])=[CH:9][C:10]=1[O:11][CH:12]([CH3:14])[CH3:13]. The yield is 0.510. (9) The reactants are C([O:3][C:4](=[O:34])[C:5]1[CH:10]=[CH:9][N:8]=[C:7]([N:11]2[C:15]([CH3:16])=[CH:14][CH:13]=[C:12]2[C:17]2[CH:22]=[C:21]([Cl:23])[CH:20]=[CH:19][C:18]=2[O:24][CH2:25][C:26]2[CH:31]=[CH:30][C:29]([O:32][CH3:33])=[CH:28][CH:27]=2)[CH:6]=1)C.C(O)C. The catalyst is C(OCC)(=O)C. The product is [Cl:23][C:21]1[CH:20]=[CH:19][C:18]([O:24][CH2:25][C:26]2[CH:27]=[CH:28][C:29]([O:32][CH3:33])=[CH:30][CH:31]=2)=[C:17]([C:12]2[N:11]([C:7]3[CH:6]=[C:5]([CH:10]=[CH:9][N:8]=3)[C:4]([OH:34])=[O:3])[C:15]([CH3:16])=[CH:14][CH:13]=2)[CH:22]=1. The yield is 0.710. (10) The reactants are [F:1][C:2]1[CH:10]=[C:9]([F:11])[CH:8]=[CH:7][C:3]=1[C:4]([Cl:6])=[O:5].[CH3:12][N:13]([CH3:27])[CH:14]1[CH2:19][CH2:18][C:17]([C:20]2[N:25]=[C:24]([NH2:26])[CH:23]=[CH:22][CH:21]=2)=[CH:16][CH2:15]1. No catalyst specified. The product is [ClH:6].[ClH:6].[F:1][C:2]1[CH:10]=[C:9]([F:11])[CH:8]=[CH:7][C:3]=1[C:4]([NH:26][C:24]1[CH:23]=[CH:22][CH:21]=[C:20]([C:17]2[CH2:18][CH2:19][CH:14]([N:13]([CH3:27])[CH3:12])[CH2:15][CH:16]=2)[N:25]=1)=[O:5]. The yield is 0.360.